The task is: Predict the product of the given reaction.. This data is from Forward reaction prediction with 1.9M reactions from USPTO patents (1976-2016). (1) Given the reactants C([O:3][C:4](=[O:20])[C@@H:5]([O:18][CH3:19])[CH2:6][C:7]1[CH:12]=[CH:11][C:10]([O:13][CH2:14][CH2:15][CH2:16]Br)=[CH:9][CH:8]=1)C.[F:21][C:22]([F:41])([F:40])[C:23]1[CH:24]=[C:25]([C:33]2[CH:38]=[CH:37][C:36]([OH:39])=[CH:35][CH:34]=2)[CH:26]=[C:27]([C:29]([F:32])([F:31])[F:30])[CH:28]=1.[OH-].[Na+], predict the reaction product. The product is: [F:21][C:22]([F:40])([F:41])[C:23]1[CH:24]=[C:25]([C:33]2[CH:34]=[CH:35][C:36]([O:39][CH2:16][CH2:15][CH2:14][O:13][C:10]3[CH:9]=[CH:8][C:7]([CH2:6][C@H:5]([O:18][CH3:19])[C:4]([OH:3])=[O:20])=[CH:12][CH:11]=3)=[CH:37][CH:38]=2)[CH:26]=[C:27]([C:29]([F:32])([F:31])[F:30])[CH:28]=1. (2) Given the reactants [NH2:1][CH:2]([C:11]1[C:16]([O:17][CH3:18])=[CH:15][CH:14]=[CH:13][C:12]=1[O:19][CH3:20])[CH2:3][CH:4]([CH3:10])[C:5]([O:7]CC)=O.[CH3:21][N:22]1[C:30]2[C:25](=[CH:26][C:27]([CH:31]=O)=[CH:28][CH:29]=2)[CH:24]=[CH:23]1, predict the reaction product. The product is: [CH3:18][O:17][C:16]1[CH:15]=[CH:14][CH:13]=[C:12]([O:19][CH3:20])[C:11]=1[CH:2]1[N:1]([CH2:31][C:27]2[CH:26]=[C:25]3[C:30](=[CH:29][CH:28]=2)[N:22]([CH3:21])[CH:23]=[CH:24]3)[C:5](=[O:7])[CH:4]([CH3:10])[CH2:3]1.